The task is: Predict the reaction yield, written as a fraction of the theoretical maximum amount of product (1.0 means a 100% yield; for example, 0.34 means a 34% yield).. This data is from Reaction yield outcomes from USPTO patents with 853,638 reactions. (1) The yield is 0.930. The product is [N:28]1([C:31]2[CH:32]=[CH:33][C:34]([NH:35][C:20]([C:8]3[CH:7]=[C:6]([O:23][CH3:24])[C:5]4[C:10](=[C:11]([N:13]5[CH2:18][CH2:17][N:16]([CH3:19])[CH2:15][CH2:14]5)[CH:12]=[C:3]([F:2])[CH:4]=4)[N:9]=3)=[O:22])=[CH:36][CH:37]=2)[CH2:27][CH2:26][O:25][CH2:30][CH2:29]1. The catalyst is CN(C=O)C. The reactants are Cl.[F:2][C:3]1[CH:4]=[C:5]2[C:10](=[C:11]([N:13]3[CH2:18][CH2:17][N:16]([CH3:19])[CH2:15][CH2:14]3)[CH:12]=1)[N:9]=[C:8]([C:20]([OH:22])=O)[CH:7]=[C:6]2[O:23][CH3:24].[O:25]1[CH2:30][CH2:29][N:28]([C:31]2[CH:37]=[CH:36][C:34]([NH2:35])=[CH:33][CH:32]=2)[CH2:27][CH2:26]1.CN(C(ON1N=NC2C=CC=CC1=2)=[N+](C)C)C.[B-](F)(F)(F)F.C1C=CC2N(O)N=NC=2C=1. (2) The reactants are C([O:3][C:4](=[O:43])[CH2:5][CH2:6][CH2:7][O:8][C:9]1[CH:14]=[CH:13][CH:12]=[C:11]([CH2:15][CH2:16][CH2:17][CH2:18][CH2:19][CH2:20][O:21][C:22]2[CH:23]=[C:24]([C:29]3[CH:34]=[CH:33][CH:32]=[C:31]([F:35])[CH:30]=3)[CH:25]=[C:26]([I:28])[CH:27]=2)[C:10]=1[CH2:36][CH2:37][C:38]([O:40]CC)=[O:39])C.[OH-].[Na+]. No catalyst specified. The product is [C:38]([CH2:37][CH2:36][C:10]1[C:11]([CH2:15][CH2:16][CH2:17][CH2:18][CH2:19][CH2:20][O:21][C:22]2[CH:23]=[C:24]([C:29]3[CH:34]=[CH:33][CH:32]=[C:31]([F:35])[CH:30]=3)[CH:25]=[C:26]([I:28])[CH:27]=2)=[CH:12][CH:13]=[CH:14][C:9]=1[O:8][CH2:7][CH2:6][CH2:5][C:4]([OH:43])=[O:3])([OH:40])=[O:39]. The yield is 0.910.